The task is: Predict the reaction yield, written as a fraction of the theoretical maximum amount of product (1.0 means a 100% yield; for example, 0.34 means a 34% yield).. This data is from Reaction yield outcomes from USPTO patents with 853,638 reactions. (1) The reactants are [Cl:1][C:2]1[CH:3]=[CH:4][C:5]2[N:11]([CH2:12][C:13]([CH3:17])([CH3:16])[CH2:14][OH:15])[C:10](=[O:18])[C@@H:9]([CH2:19][C:20]([NH:22][C:23]3[CH:27]=[CH:26][S:25][C:24]=3[C:28]([OH:30])=[O:29])=[O:21])[O:8][C@H:7]([C:31]3[CH:36]=[CH:35][CH:34]=[C:33]([O:37][CH3:38])[C:32]=3[O:39][CH3:40])[C:6]=2[CH:41]=1.N1C=CC=CC=1.[C:48](OCC)(=[O:50])[CH3:49].C(Cl)(=O)C. The catalyst is O. The product is [C:48]([O:15][CH2:14][C:13]([CH3:17])([CH3:16])[CH2:12][N:11]1[C:5]2[CH:4]=[CH:3][C:2]([Cl:1])=[CH:41][C:6]=2[C@@H:7]([C:31]2[CH:36]=[CH:35][CH:34]=[C:33]([O:37][CH3:38])[C:32]=2[O:39][CH3:40])[O:8][C@H:9]([CH2:19][C:20]([NH:22][C:23]2[CH:27]=[CH:26][S:25][C:24]=2[C:28]([OH:30])=[O:29])=[O:21])[C:10]1=[O:18])(=[O:50])[CH3:49]. The yield is 0.760. (2) The reactants are C([C@@H]([C@H](C(O)=O)O)O)(O)=O.[CH3:11][C@@H:12]1[CH2:16][CH2:15][CH2:14][NH:13]1.C(=O)([O-])[O-].[K+].[K+].CC1C=CC(S(O[CH2:34][CH2:35][C:36]2[CH:45]=[CH:44][C:43]3[C:38](=[CH:39][CH:40]=[C:41]([Br:46])[CH:42]=3)[N:37]=2)(=O)=O)=CC=1. The catalyst is C(#N)C. The product is [Br:46][C:41]1[CH:42]=[C:43]2[C:38](=[CH:39][CH:40]=1)[N:37]=[C:36]([CH2:35][CH2:34][N:13]1[CH2:14][CH2:15][CH2:16][C@H:12]1[CH3:11])[CH:45]=[CH:44]2. The yield is 0.920. (3) The reactants are Br.Br[CH:3]1[C:8](=O)[CH2:7][CH2:6][NH:5][CH2:4]1.[F:10][C:11]1[CH:12]=[C:13]([C:19](=[S:21])[NH2:20])[CH:14]=[CH:15][C:16]=1[O:17][CH3:18]. The catalyst is CN(C)C=O. The product is [F:10][C:11]1[CH:12]=[C:13]([C:19]2[S:21][C:3]3[CH2:4][NH:5][CH2:6][CH2:7][C:8]=3[N:20]=2)[CH:14]=[CH:15][C:16]=1[O:17][CH3:18]. The yield is 0.430.